Dataset: Reaction yield outcomes from USPTO patents with 853,638 reactions. Task: Predict the reaction yield, written as a fraction of the theoretical maximum amount of product (1.0 means a 100% yield; for example, 0.34 means a 34% yield). The reactants are [CH:1]1([CH2:4][O:5][C:6]2[N:11]=[CH:10][N:9]=[C:8]([NH2:12])[CH:7]=2)[CH2:3][CH2:2]1.[CH:13]1(CO)CCC1. No catalyst specified. The product is [CH:1]1([CH2:4][O:5][C:6]2[N:11]=[CH:10][N:9]=[C:8]([NH2:12])[CH:7]=2)[CH2:3][CH2:2][CH2:13]1. The yield is 0.890.